This data is from Forward reaction prediction with 1.9M reactions from USPTO patents (1976-2016). The task is: Predict the product of the given reaction. (1) Given the reactants [NH2:1][C:2]1[C:7]([C:8]2[CH:9]=[C:10]([NH:15][S:16]([C:19]3[CH:24]=[CH:23][C:22]([O:25]C)=[CH:21][CH:20]=3)(=[O:18])=[O:17])[CH:11]=[C:12]([OH:14])[CH:13]=2)=[C:6]([NH:27][C@H:28]([C:30]2[N:35]([C:36]3[CH:41]=[CH:40][CH:39]=[CH:38][CH:37]=3)[C:34](=[O:42])[C:33]3=[C:43]([CH3:46])[CH:44]=[CH:45][N:32]3[N:31]=2)[CH3:29])[N:5]=[CH:4][N:3]=1.B(Br)(Br)Br, predict the reaction product. The product is: [NH2:1][C:2]1[C:7]([C:8]2[CH:9]=[C:10]([NH:15][S:16]([C:19]3[CH:24]=[CH:23][C:22]([OH:25])=[CH:21][CH:20]=3)(=[O:18])=[O:17])[CH:11]=[C:12]([OH:14])[CH:13]=2)=[C:6]([NH:27][C@H:28]([C:30]2[N:35]([C:36]3[CH:41]=[CH:40][CH:39]=[CH:38][CH:37]=3)[C:34](=[O:42])[C:33]3=[C:43]([CH3:46])[CH:44]=[CH:45][N:32]3[N:31]=2)[CH3:29])[N:5]=[CH:4][N:3]=1. (2) Given the reactants [C:1]1([C:7]2[CH:8]=[N:9][N:10](C(C3C=CC=CC=3)(C3C=CC=CC=3)C3C=CC=CC=3)[CH:11]=2)[CH:6]=[CH:5][CH:4]=[CH:3][CH:2]=1.[ClH:31], predict the reaction product. The product is: [ClH:31].[C:1]1([C:7]2[CH:8]=[N:9][NH:10][CH:11]=2)[CH:2]=[CH:3][CH:4]=[CH:5][CH:6]=1.